From a dataset of Full USPTO retrosynthesis dataset with 1.9M reactions from patents (1976-2016). Predict the reactants needed to synthesize the given product. Given the product [Cl:8][C:4]1[N:3]=[C:2]([NH:25][C@H:23]([C:17]2[CH:22]=[CH:21][CH:20]=[CH:19][CH:18]=2)[CH3:24])[CH:7]=[N:6][CH:5]=1, predict the reactants needed to synthesize it. The reactants are: Cl[C:2]1[CH:7]=[N:6][CH:5]=[C:4]([Cl:8])[N:3]=1.C(N(C(C)C)C)(C)C.[C:17]1([C@@H:23]([NH2:25])[CH3:24])[CH:22]=[CH:21][CH:20]=[CH:19][CH:18]=1.O.